This data is from Reaction yield outcomes from USPTO patents with 853,638 reactions. The task is: Predict the reaction yield, written as a fraction of the theoretical maximum amount of product (1.0 means a 100% yield; for example, 0.34 means a 34% yield). (1) The reactants are CO[C:3](=[O:14])[C@@H:4]([CH3:13])[NH:5][C:6]([O:8][C:9]([CH3:12])([CH3:11])[CH3:10])=[O:7].C([Mg]Br)C=C.[CH2:20]1[CH2:24]O[CH2:22][CH2:21]1. The catalyst is C(Cl)Cl.Cl[Ru](=C1N(C2C(C)=CC(C)=CC=2C)CCN1C1C(C)=CC(C)=CC=1C)(Cl)(=CC1C=CC=CC=1)[P](C1CCCCC1)(C1CCCCC1)C1CCCCC1. The product is [C:9]([O:8][C:6](=[O:7])[NH:5][C@@H:4]([C:3]1([OH:14])[CH2:22][CH:21]=[CH:20][CH2:24]1)[CH3:13])([CH3:10])([CH3:11])[CH3:12]. The yield is 0.640. (2) The reactants are C([O-])([O-])=O.[Cs+].[Cs+].[S:7]1[C:11]2[CH:12]=[CH:13][CH:14]=[CH:15][C:10]=2[N:9]=[C:8]1[N:16]([CH2:43][O:44][CH2:45][CH2:46][Si:47]([CH3:50])([CH3:49])[CH3:48])[C:17]([C:19]1[CH:20]=[CH:21][CH:22]=[C:23]2[C:28]=1[CH2:27][N:26]([C:29]1[N:34]=[C:33]([C:35]([O:37][C:38]([CH3:41])([CH3:40])[CH3:39])=[O:36])[C:32](Br)=[CH:31][CH:30]=1)[CH2:25][CH2:24]2)=[O:18].C1(P(C2CCCCC2)C2C=CC=CC=2C2C(C(C)C)=CC(C(C)C)=CC=2C(C)C)CCCCC1.[CH2:85]([O:88][C:89]1[CH:94]=[CH:93][CH:92]=[CH:91][CH:90]=1)[C:86]#[CH:87]. The catalyst is CC#N.CC#N.Cl[Pd]Cl. The product is [S:7]1[C:11]2[CH:12]=[CH:13][CH:14]=[CH:15][C:10]=2[N:9]=[C:8]1[N:16]([CH2:43][O:44][CH2:45][CH2:46][Si:47]([CH3:50])([CH3:49])[CH3:48])[C:17]([C:19]1[CH:20]=[CH:21][CH:22]=[C:23]2[C:28]=1[CH2:27][N:26]([C:29]1[N:34]=[C:33]([C:35]([O:37][C:38]([CH3:41])([CH3:40])[CH3:39])=[O:36])[C:32]([C:87]#[C:86][CH2:85][O:88][C:89]3[CH:94]=[CH:93][CH:92]=[CH:91][CH:90]=3)=[CH:31][CH:30]=1)[CH2:25][CH2:24]2)=[O:18]. The yield is 0.470. (3) The reactants are [CH:1]([C:4]1[CH:9]=[CH:8][CH:7]=[CH:6][C:5]=1[OH:10])([CH3:3])[CH3:2].ClC(OC1C=CC([N+]([O-])=O)=CC=1)=O.CCN(CC)CC.[C:31]([O-:34])(O)=O.[Na+].C(=O)([O-])[O-].[CH:40]1[C:49]2[C:44](=[CH:45][CH:46]=[CH:47][CH:48]=2)[CH:43]=[CH:42][C:41]=1[CH2:50][CH2:51][NH2:52]. The catalyst is ClCCl.C(OCC)(=O)C. The product is [CH:40]1[C:49]2[C:44](=[CH:45][CH:46]=[CH:47][CH:48]=2)[CH:43]=[CH:42][C:41]=1[CH2:50][CH2:51][NH:52][C:31](=[O:34])[O:10][C:5]1[CH:6]=[CH:7][CH:8]=[CH:9][C:4]=1[CH:1]([CH3:3])[CH3:2]. The yield is 0.940.